This data is from NCI-60 drug combinations with 297,098 pairs across 59 cell lines. The task is: Regression. Given two drug SMILES strings and cell line genomic features, predict the synergy score measuring deviation from expected non-interaction effect. (1) Drug 1: C1=NC2=C(N=C(N=C2N1C3C(C(C(O3)CO)O)O)F)N. Drug 2: C1=CC=C(C=C1)NC(=O)CCCCCCC(=O)NO. Cell line: OVCAR-5. Synergy scores: CSS=26.9, Synergy_ZIP=-10.5, Synergy_Bliss=-9.32, Synergy_Loewe=-14.3, Synergy_HSA=-9.74. (2) Drug 1: CS(=O)(=O)C1=CC(=C(C=C1)C(=O)NC2=CC(=C(C=C2)Cl)C3=CC=CC=N3)Cl. Drug 2: CS(=O)(=O)CCNCC1=CC=C(O1)C2=CC3=C(C=C2)N=CN=C3NC4=CC(=C(C=C4)OCC5=CC(=CC=C5)F)Cl. Cell line: RPMI-8226. Synergy scores: CSS=-5.93, Synergy_ZIP=6.41, Synergy_Bliss=9.92, Synergy_Loewe=-3.31, Synergy_HSA=-1.89. (3) Drug 1: CN(C)N=NC1=C(NC=N1)C(=O)N. Drug 2: C1=CC(=CC=C1C#N)C(C2=CC=C(C=C2)C#N)N3C=NC=N3. Cell line: MALME-3M. Synergy scores: CSS=-5.31, Synergy_ZIP=1.40, Synergy_Bliss=-2.25, Synergy_Loewe=-5.13, Synergy_HSA=-5.16. (4) Drug 1: C1CC(C1)(C(=O)O)C(=O)O.[NH2-].[NH2-].[Pt+2]. Drug 2: C1=CC=C(C=C1)NC(=O)CCCCCCC(=O)NO. Cell line: OVCAR-4. Synergy scores: CSS=2.86, Synergy_ZIP=-2.17, Synergy_Bliss=0.402, Synergy_Loewe=-8.21, Synergy_HSA=-1.21. (5) Synergy scores: CSS=23.1, Synergy_ZIP=-5.85, Synergy_Bliss=-3.20, Synergy_Loewe=-25.1, Synergy_HSA=-3.68. Cell line: SF-268. Drug 2: C1CN(P(=O)(OC1)NCCCl)CCCl. Drug 1: C1CN(CCN1C(=O)CCBr)C(=O)CCBr. (6) Drug 1: C1C(C(OC1N2C=NC3=C(N=C(N=C32)Cl)N)CO)O. Drug 2: CCCCC(=O)OCC(=O)C1(CC(C2=C(C1)C(=C3C(=C2O)C(=O)C4=C(C3=O)C=CC=C4OC)O)OC5CC(C(C(O5)C)O)NC(=O)C(F)(F)F)O. Cell line: SF-295. Synergy scores: CSS=58.5, Synergy_ZIP=1.46, Synergy_Bliss=2.97, Synergy_Loewe=1.66, Synergy_HSA=3.50. (7) Synergy scores: CSS=63.3, Synergy_ZIP=-0.937, Synergy_Bliss=-0.995, Synergy_Loewe=0.529, Synergy_HSA=0.237. Drug 1: CC12CCC3C(C1CCC2=O)CC(=C)C4=CC(=O)C=CC34C. Cell line: U251. Drug 2: C#CCC(CC1=CN=C2C(=N1)C(=NC(=N2)N)N)C3=CC=C(C=C3)C(=O)NC(CCC(=O)O)C(=O)O. (8) Drug 1: CC1C(C(CC(O1)OC2CC(OC(C2O)C)OC3=CC4=CC5=C(C(=O)C(C(C5)C(C(=O)C(C(C)O)O)OC)OC6CC(C(C(O6)C)O)OC7CC(C(C(O7)C)O)OC8CC(C(C(O8)C)O)(C)O)C(=C4C(=C3C)O)O)O)O. Drug 2: C1CN(CCN1C(=O)CCBr)C(=O)CCBr. Cell line: HOP-92. Synergy scores: CSS=15.1, Synergy_ZIP=-4.02, Synergy_Bliss=-3.53, Synergy_Loewe=-8.37, Synergy_HSA=-1.23. (9) Drug 2: CCCS(=O)(=O)NC1=C(C(=C(C=C1)F)C(=O)C2=CNC3=C2C=C(C=N3)C4=CC=C(C=C4)Cl)F. Drug 1: CC12CCC(CC1=CCC3C2CCC4(C3CC=C4C5=CN=CC=C5)C)O. Synergy scores: CSS=-3.87, Synergy_ZIP=3.72, Synergy_Bliss=1.84, Synergy_Loewe=-5.13, Synergy_HSA=-4.22. Cell line: NCI-H322M.